From a dataset of Forward reaction prediction with 1.9M reactions from USPTO patents (1976-2016). Predict the product of the given reaction. (1) The product is: [CH3:12][C:13]1[CH:18]=[CH:17][C:16]([C:19](=[O:21])[CH2:20][C:5](=[O:11])[C:6]([O:8][CH3:9])=[O:7])=[CH:15][CH:14]=1. Given the reactants [Na].C(O[C:5](=[O:11])[C:6]([O:8][CH2:9]C)=[O:7])C.[CH3:12][C:13]1[CH:18]=[CH:17][C:16]([C:19](=[O:21])[CH3:20])=[CH:15][CH:14]=1, predict the reaction product. (2) The product is: [C:11]([O:10][C:8]([NH:7][C:6]1[C:2]([NH:1][C:8](=[O:9])[O:10][C:11]([CH3:14])([CH3:13])[CH3:12])=[CH:3][S:4][CH:5]=1)=[O:9])([CH3:14])([CH3:13])[CH3:12]. Given the reactants [NH2:1][C:2]1[C:6]([NH2:7])=[CH:5][S:4][CH:3]=1.[C:8](O[C:8]([O:10][C:11]([CH3:14])([CH3:13])[CH3:12])=[O:9])([O:10][C:11]([CH3:14])([CH3:13])[CH3:12])=[O:9], predict the reaction product. (3) Given the reactants [Br:1]Br.[NH2:3][C:4]1[C:9]2[C:10]([C:13]3[CH:18]=[CH:17][C:16]([NH:19][C:20](=[O:26])[O:21][C:22]([CH3:25])([CH3:24])[CH3:23])=[CH:15][CH:14]=3)=[CH:11][S:12][C:8]=2[CH:7]=[CH:6][N:5]=1, predict the reaction product. The product is: [NH2:3][C:4]1[C:9]2[C:10]([C:13]3[CH:14]=[CH:15][C:16]([NH:19][C:20](=[O:26])[O:21][C:22]([CH3:23])([CH3:25])[CH3:24])=[CH:17][CH:18]=3)=[CH:11][S:12][C:8]=2[C:7]([Br:1])=[CH:6][N:5]=1.